This data is from hERG potassium channel inhibition data for cardiac toxicity prediction from Karim et al.. The task is: Regression/Classification. Given a drug SMILES string, predict its toxicity properties. Task type varies by dataset: regression for continuous values (e.g., LD50, hERG inhibition percentage) or binary classification for toxic/non-toxic outcomes (e.g., AMES mutagenicity, cardiotoxicity, hepatotoxicity). Dataset: herg_karim. The molecule is Cc1ccc2c(N3CCN(CCc4ccc5c(c4)NC(=O)CO5)CC3)cccc2n1. The result is 1 (blocker).